This data is from Full USPTO retrosynthesis dataset with 1.9M reactions from patents (1976-2016). The task is: Predict the reactants needed to synthesize the given product. (1) Given the product [F:14][C:15]1[CH:16]=[C:17]([CH:2]2[C:9]3[CH:8]=[C:7]([C:10]([O:12][CH3:13])=[O:11])[NH:6][C:5]=3[CH2:4][CH2:3]2)[CH:18]=[C:19]([F:21])[CH:20]=1.[F:14][C:15]1[CH:16]=[C:17]([C:2]2[C:9]3[CH:8]=[C:7]([C:10]([O:12][CH3:13])=[O:11])[NH:6][C:5]=3[CH2:4][CH:3]=2)[CH:18]=[C:19]([F:21])[CH:20]=1, predict the reactants needed to synthesize it. The reactants are: O=[C:2]1[C:9]2[CH:8]=[C:7]([C:10]([O:12][CH3:13])=[O:11])[NH:6][C:5]=2[CH2:4][CH2:3]1.[F:14][C:15]1[CH:16]=[C:17]([Mg]Br)[CH:18]=[C:19]([F:21])[CH:20]=1. (2) Given the product [CH3:29][C:25]1([CH3:28])[O:24][C@@H:23]([CH2:22][O:21][C:18]2[CH:19]=[CH:20][C:9]3[C:8](=[O:30])[C:7]4[C:6]5[C:14](=[C:2]([CH3:35])[C:3]([C:31]#[N:32])=[CH:4][CH:5]=5)[NH:13][C:12]=4[C:11]([CH3:16])([CH3:15])[C:10]=3[CH:17]=2)[CH2:27][O:26]1, predict the reactants needed to synthesize it. The reactants are: Br[C:2]1[C:3]([C:31]#[N:32])=[CH:4][CH:5]=[C:6]2[C:14]=1[NH:13][C:12]1[C:11]([CH3:16])([CH3:15])[C:10]3[CH:17]=[C:18]([O:21][CH2:22][C@H:23]4[CH2:27][O:26][C:25]([CH3:29])([CH3:28])[O:24]4)[CH:19]=[CH:20][C:9]=3[C:8](=[O:30])[C:7]2=1.[Cl-].[Li+].[CH3:35][Sn](C)(C)C.C1(P(C2CCCCC2)C2CCCCC2)CCCCC1.Cl. (3) Given the product [F:1][C:2]1[CH:9]=[CH:8][C:5]([CH:6]=[N:11][OH:12])=[CH:4][CH:3]=1, predict the reactants needed to synthesize it. The reactants are: [F:1][C:2]1[CH:9]=[CH:8][C:5]([CH:6]=O)=[CH:4][CH:3]=1.Cl.[NH2:11][OH:12]. (4) Given the product [CH2:1]([O:8][C:9]1[CH:14]=[CH:13][C:12](/[CH:15]=[C:16](\[SH:20])/[C:17]([OH:25])=[O:22])=[CH:11][C:10]=1[O:23][CH3:24])[C:2]1[CH:7]=[CH:6][CH:5]=[CH:4][CH:3]=1, predict the reactants needed to synthesize it. The reactants are: [CH2:1]([O:8][C:9]1[CH:14]=[CH:13][C:12](/[CH:15]=[C:16]2/[C:17](=[O:22])NC(=S)[S:20]/2)=[CH:11][C:10]=1[O:23][CH3:24])[C:2]1[CH:7]=[CH:6][CH:5]=[CH:4][CH:3]=1.[OH-:25].[Na+].